This data is from Full USPTO retrosynthesis dataset with 1.9M reactions from patents (1976-2016). The task is: Predict the reactants needed to synthesize the given product. (1) Given the product [NH2:7][C:8]1[S:9][C:10]([C:36]2[CH:41]=[CH:40][CH:39]=[CH:38][N:37]=2)=[CH:11][C:12]=1[C:13]([N:15]1[CH2:16][CH2:17][CH:18]([N:21]2[CH2:35][CH2:34][CH2:33][C:23]3([O:27][C:26](=[O:28])[N:25]([CH:29]([CH3:31])[CH3:30])[C:24]3=[O:32])[CH2:22]2)[CH2:19][CH2:20]1)=[O:14], predict the reactants needed to synthesize it. The reactants are: C(OC(=O)[NH:7][C:8]1[S:9][C:10]([C:36]2[CH:41]=[CH:40][CH:39]=[CH:38][N:37]=2)=[CH:11][C:12]=1[C:13]([N:15]1[CH2:20][CH2:19][CH:18]([N:21]2[CH2:35][CH2:34][CH2:33][C:23]3([O:27][C:26](=[O:28])[N:25]([CH:29]([CH3:31])[CH3:30])[C:24]3=[O:32])[CH2:22]2)[CH2:17][CH2:16]1)=[O:14])(C)(C)C.C(=O)([O-])O.[Na+]. (2) Given the product [NH2:1][C:2]1[C:3]2[NH:10][CH:9]=[C:8]([CH2:20][NH:21][C@@H:22]([C@H:25]([OH:29])[CH2:26][S:27][CH3:28])[CH2:23][OH:24])[C:4]=2[N:5]=[CH:6][N:7]=1, predict the reactants needed to synthesize it. The reactants are: [NH2:1][C:2]1[C:3]2[N:10](COCC3C=CC=CC=3)[CH:9]=[C:8]([CH2:20][NH:21][C@@H:22]([C@H:25]([OH:29])[CH2:26][S:27][CH3:28])[CH2:23][OH:24])[C:4]=2[N:5]=[CH:6][N:7]=1.O.NN. (3) Given the product [F:16][C:17]1[CH2:22][CH2:21][CH:20]([CH2:23][NH:24][C:2]2[CH:7]=[CH:6][C:5]([NH:8][C:9](=[O:11])[CH3:10])=[CH:4][C:3]=2[N+:12]([O-:14])=[O:13])[CH2:19][CH:18]=1, predict the reactants needed to synthesize it. The reactants are: F[C:2]1[CH:7]=[CH:6][C:5]([NH:8][C:9](=[O:11])[CH3:10])=[CH:4][C:3]=1[N+:12]([O-:14])=[O:13].Cl.[F:16][C:17]1[CH2:22][CH2:21][CH:20]([CH2:23][NH2:24])[CH2:19][CH:18]=1. (4) Given the product [C:30]([O:27][C@H:25]1[CH2:24][CH2:23][C@@:22]2([CH3:28])[C:21](=[CH:20][CH:19]=[C:18]3[C@@H:17]2[CH2:16][CH2:15][C@@:14]2([CH3:29])[C@H:13]3[CH2:12][CH2:11][C@@H:10]2[C@H:2]([CH3:1])/[CH:3]=[CH:4]/[C@H:5]([CH3:6])[CH:7]([CH3:8])[CH3:9])[CH2:26]1)(=[O:32])[CH3:31], predict the reactants needed to synthesize it. The reactants are: [CH3:1][C@@H:2]([C@@H:10]1[C@@:14]2([CH3:29])[CH2:15][CH2:16][C@@H:17]3[C@@:22]4([CH3:28])[CH2:23][CH2:24][C@H:25]([OH:27])[CH2:26][C:21]4=[CH:20][CH:19]=[C:18]3[C@@H:13]2[CH2:12][CH2:11]1)/[CH:3]=[CH:4]/[C@@H:5]([CH:7]([CH3:9])[CH3:8])[CH3:6].[C:30](OC(=O)C)(=[O:32])[CH3:31].O. (5) The reactants are: O[CH2:2][C:3]1[N:7]([CH:8]([CH3:10])[CH3:9])[CH:6]=[N:5][CH:4]=1.S(Cl)([Cl:13])=O. Given the product [ClH:13].[Cl:13][CH2:2][C:3]1[N:7]([CH:8]([CH3:10])[CH3:9])[CH:6]=[N:5][CH:4]=1, predict the reactants needed to synthesize it. (6) Given the product [C:1]([C:9]1([OH:53])[CH2:14][CH2:13][CH2:12][CH:11]([NH:15][C:16]([C:18]2[CH:19]=[C:20]3[C:24](=[CH:25][CH:26]=2)[NH:23][N:22]=[C:21]3[C:46]2[CH:51]=[CH:50][N:49]=[C:48]([CH3:52])[CH:47]=2)=[O:17])[CH2:10]1)(=[O:8])[C:2]1[CH:7]=[CH:6][CH:5]=[CH:4][CH:3]=1, predict the reactants needed to synthesize it. The reactants are: [C:1]([C:9]1([OH:53])[CH2:14][CH2:13][CH2:12][CH:11]([NH:15][C:16]([C:18]2[CH:19]=[C:20]3[C:24](=[CH:25][CH:26]=2)[N:23](C(C2C=CC=CC=2)(C2C=CC=CC=2)C2C=CC=CC=2)[N:22]=[C:21]3[C:46]2[CH:51]=[CH:50][N:49]=[C:48]([CH3:52])[CH:47]=2)=[O:17])[CH2:10]1)(=[O:8])[C:2]1[CH:7]=[CH:6][CH:5]=[CH:4][CH:3]=1.